From a dataset of Peptide-MHC class II binding affinity with 134,281 pairs from IEDB. Regression. Given a peptide amino acid sequence and an MHC pseudo amino acid sequence, predict their binding affinity value. This is MHC class II binding data. (1) The binding affinity (normalized) is 0.343. The peptide sequence is VFLGSAHGIPKVPPG. The MHC is DRB1_0701 with pseudo-sequence DRB1_0701. (2) The peptide sequence is WLACGVDNFCVKVLAK. The MHC is DRB1_0301 with pseudo-sequence DRB1_0301. The binding affinity (normalized) is 0.396. (3) The peptide sequence is RNITGTSSTPEAVSL. The MHC is HLA-DQA10501-DQB10201 with pseudo-sequence HLA-DQA10501-DQB10201. The binding affinity (normalized) is 0.273. (4) The peptide sequence is NFRFLTEKGMKNVFD. The MHC is HLA-DQA10301-DQB10302 with pseudo-sequence HLA-DQA10301-DQB10302. The binding affinity (normalized) is 0.217.